This data is from Full USPTO retrosynthesis dataset with 1.9M reactions from patents (1976-2016). The task is: Predict the reactants needed to synthesize the given product. (1) Given the product [F:1][C:2]1[CH:3]=[CH:4][C:5]([C:8]2[O:9][C:10]3[CH:20]=[CH:19][C:18]([C:21]4[CH:22]=[CH:23][C:24]([O:30][CH3:31])=[C:25]([C:26](=[O:27])[NH:44][CH2:43][CH:42]([CH3:45])[CH3:41])[CH:29]=4)=[CH:17][C:11]=3[C:12]=2[C:13]([NH:14][CH3:15])=[O:16])=[CH:6][CH:7]=1, predict the reactants needed to synthesize it. The reactants are: [F:1][C:2]1[CH:7]=[CH:6][C:5]([C:8]2[O:9][C:10]3[CH:20]=[CH:19][C:18]([C:21]4[CH:22]=[CH:23][C:24]([O:30][CH3:31])=[C:25]([CH:29]=4)[C:26](O)=[O:27])=[CH:17][C:11]=3[C:12]=2[C:13](=[O:16])[NH:14][CH3:15])=[CH:4][CH:3]=1.C(N(C(C)C)C(C)C)C.[CH3:41][CH:42]([CH3:45])[CH2:43][NH2:44].CN(C(ON1N=NC2C=CC=NC1=2)=[N+](C)C)C.F[P-](F)(F)(F)(F)F. (2) Given the product [CH3:1][O:2][C:3]1[CH:8]=[CH:7][C:6]([N:9]2[C:10]3[CH:15]=[CH:14][CH:13]=[CH:12][C:11]=3[N:16]=[C:17]2[C:18]2[CH:23]=[CH:22][CH:21]=[CH:20][C:19]=2[CH3:24])=[C:5]([CH3:26])[CH:4]=1, predict the reactants needed to synthesize it. The reactants are: [CH3:1][O:2][C:3]1[CH:8]=[CH:7][C:6]([NH:9][C:10]2[CH:15]=[CH:14][CH:13]=[CH:12][C:11]=2[NH:16][C:17](=O)[C:18]2[CH:23]=[CH:22][CH:21]=[CH:20][C:19]=2[CH3:24])=[C:5]([CH3:26])[CH:4]=1.Cl.O1CCOCC1.C(=O)(O)[O-].[Na+]. (3) Given the product [CH3:1][C:2]1([CH3:17])[CH2:6][O:5][C:4]([C:7]2[CH:12]=[CH:11][C:10]([CH2:13][OH:14])=[CH:9][CH:8]=2)=[N:3]1, predict the reactants needed to synthesize it. The reactants are: [CH3:1][C:2]1([CH3:17])[CH2:6][O:5][C:4]([C:7]2[CH:12]=[CH:11][C:10]([CH2:13][O:14]C=O)=[CH:9][CH:8]=2)=[N:3]1.[OH-].[Na+].O. (4) The reactants are: Cl.[Cl:2][C:3]1[C:4]([O:29]COC)=[CH:5][C:6]([O:25]COC)=[C:7]([CH:24]=1)[C:8]([N:10]1[CH2:18][C:17]2[C:12](=[CH:13][CH:14]=[CH:15][CH:16]=2)[CH:11]1[C:19]([NH:21][CH2:22][CH3:23])=[O:20])=[O:9].C([O-])(O)=O.[Na+]. Given the product [Cl:2][C:3]1[C:4]([OH:29])=[CH:5][C:6]([OH:25])=[C:7]([CH:24]=1)[C:8]([N:10]1[CH2:18][C:17]2[C:12](=[CH:13][CH:14]=[CH:15][CH:16]=2)[CH:11]1[C:19]([NH:21][CH2:22][CH3:23])=[O:20])=[O:9], predict the reactants needed to synthesize it. (5) The reactants are: S(Cl)([Cl:3])=O.[Br:5][C:6]1[CH:15]=[CH:14][CH:13]=[C:12]2[C:7]=1[CH:8]=[CH:9][C:10]([O:18][CH3:19])=[C:11]2[CH2:16]O.N1C=CC=CC=1. Given the product [Br:5][C:6]1[CH:15]=[CH:14][CH:13]=[C:12]2[C:7]=1[CH:8]=[CH:9][C:10]([O:18][CH3:19])=[C:11]2[CH2:16][Cl:3], predict the reactants needed to synthesize it.